This data is from Reaction yield outcomes from USPTO patents with 853,638 reactions. The task is: Predict the reaction yield, written as a fraction of the theoretical maximum amount of product (1.0 means a 100% yield; for example, 0.34 means a 34% yield). (1) The reactants are [CH3:1][N:2]1[CH:6]=[C:5]([C:7]2[CH:12]=[CH:11][C:10]([C:13]3[C:22]4[C:17](=[CH:18][CH:19]=[C:20]([N:23]5[CH2:27][CH2:26][CH:25]([OH:28])[CH2:24]5)[CH:21]=4)[CH:16]=[N:15][CH:14]=3)=[CH:9][CH:8]=2)[CH:4]=[N:3]1.C(N(CC)CC)C. The catalyst is CS(C)=O. The product is [CH3:1][N:2]1[CH:6]=[C:5]([C:7]2[CH:12]=[CH:11][C:10]([C:13]3[C:22]4[C:17](=[CH:18][CH:19]=[C:20]([N:23]5[CH2:27][CH2:26][C:25](=[O:28])[CH2:24]5)[CH:21]=4)[CH:16]=[N:15][CH:14]=3)=[CH:9][CH:8]=2)[CH:4]=[N:3]1. The yield is 0.630. (2) The reactants are [CH:1]1([C:4]([OH:6])=O)[CH2:3][CH2:2]1.CCN=C=NCCCN(C)C.Cl.Cl.[CH3:20][NH:21][NH:22][C:23]([O:25][CH2:26][C:27]1[CH:32]=[CH:31][CH:30]=[CH:29][CH:28]=1)=[O:24].O. The catalyst is CN(C1C=CN=CC=1)C.ClCCCl. The product is [CH:1]1([C:4]([N:21]([CH3:20])[NH:22][C:23]([O:25][CH2:26][C:27]2[CH:32]=[CH:31][CH:30]=[CH:29][CH:28]=2)=[O:24])=[O:6])[CH2:3][CH2:2]1. The yield is 0.800.